From a dataset of Reaction yield outcomes from USPTO patents with 853,638 reactions. Predict the reaction yield, written as a fraction of the theoretical maximum amount of product (1.0 means a 100% yield; for example, 0.34 means a 34% yield). (1) The reactants are ClC1C=CC=C(C(OO)=[O:9])C=1.[Cl:12][C:13]1[C:14]([N+:23]([O-:25])=[O:24])=[C:15]2[C:20](=[CH:21][CH:22]=1)[N:19]=[CH:18][CH:17]=[CH:16]2.C([O-])([O-])=O.[Na+].[Na+].[OH-].[Na+]. The catalyst is C(Cl)(Cl)Cl. The product is [Cl:12][C:13]1[C:14]([N+:23]([O-:25])=[O:24])=[C:15]2[C:20](=[CH:21][CH:22]=1)[N+:19]([O-:9])=[CH:18][CH:17]=[CH:16]2. The yield is 0.840. (2) The catalyst is O1CCOCC1.C1C=CC(/C=C/C(/C=C/C2C=CC=CC=2)=O)=CC=1.C1C=CC(/C=C/C(/C=C/C2C=CC=CC=2)=O)=CC=1.C1C=CC(/C=C/C(/C=C/C2C=CC=CC=2)=O)=CC=1.[Pd].[Pd]. The reactants are Cl[C:2]1[CH:7]=[C:6]([O:8][C:9]2[C:15]([F:16])=[CH:14][C:12]([NH2:13])=[C:11]([F:17])[CH:10]=2)[CH:5]=[CH:4][N:3]=1.[CH:18]1([C:21]([NH2:23])=[O:22])[CH2:20][CH2:19]1.CC1(C)C2C(=C(P(C3C=CC=CC=3)C3C=CC=CC=3)C=CC=2)OC2C(P(C3C=CC=CC=3)C3C=CC=CC=3)=CC=CC1=2.C([O-])([O-])=O.[Cs+].[Cs+]. The yield is 0.470. The product is [NH2:13][C:12]1[C:11]([F:17])=[CH:10][C:9]([O:8][C:6]2[CH:5]=[CH:4][N:3]=[C:2]([NH:23][C:21]([CH:18]3[CH2:20][CH2:19]3)=[O:22])[CH:7]=2)=[C:15]([F:16])[CH:14]=1.